Dataset: Full USPTO retrosynthesis dataset with 1.9M reactions from patents (1976-2016). Task: Predict the reactants needed to synthesize the given product. (1) Given the product [OH:13][NH:12][C:8](=[O:10])[CH2:7][C:1]1[CH:6]=[CH:5][CH:4]=[CH:3][CH:2]=1, predict the reactants needed to synthesize it. The reactants are: [C:1]1([CH2:7][C:8]([O:10]C)=O)[CH:6]=[CH:5][CH:4]=[CH:3][CH:2]=1.[NH2:12][OH:13].[C-]#N.[K+].C(O)(=O)CC(CC(O)=O)(C(O)=O)O. (2) Given the product [CH2:1]([O:3][C:4](=[O:24])[C:5]1[CH:10]=[CH:9][CH:8]=[C:7]([S:11][C:12]2[C:20]3[C:15](=[C:16]([F:22])[C:17]([Cl:21])=[CH:18][CH:19]=3)[N:14]([C:29]3[CH:30]=[CH:31][N:27]([CH2:25][CH3:26])[N:28]=3)[C:13]=2[CH3:23])[CH:6]=1)[CH3:2], predict the reactants needed to synthesize it. The reactants are: [CH2:1]([O:3][C:4](=[O:24])[C:5]1[CH:10]=[CH:9][CH:8]=[C:7]([S:11][C:12]2[C:20]3[C:15](=[C:16]([F:22])[C:17]([Cl:21])=[CH:18][CH:19]=3)[NH:14][C:13]=2[CH3:23])[CH:6]=1)[CH3:2].[CH2:25]([N:27]1[CH:31]=[CH:30][C:29](I)=[N:28]1)[CH3:26]. (3) Given the product [F:1][C:2]1[CH:9]=[CH:8][C:5](/[CH:6]=[C:13](\[CH2:14][CH2:15][CH2:16][CH2:17][CH3:18])/[C:11](=[O:10])[CH3:12])=[CH:4][CH:3]=1, predict the reactants needed to synthesize it. The reactants are: [F:1][C:2]1[CH:9]=[CH:8][C:5]([CH:6]=O)=[CH:4][CH:3]=1.[O:10]=[C:11]([CH:13](P(=O)(OCC)OCC)[CH2:14][CH2:15][CH2:16][CH2:17][CH3:18])[CH3:12]. (4) Given the product [Br:11][C:8]1[CH:9]=[CH:10][C:5]([C:3](=[O:4])[CH2:2][N:17]2[CH2:22][CH2:21][O:20][CH2:19][CH2:18]2)=[CH:6][CH:7]=1, predict the reactants needed to synthesize it. The reactants are: Br[CH2:2][C:3]([C:5]1[CH:10]=[CH:9][C:8]([Br:11])=[CH:7][CH:6]=1)=[O:4].N1CCCC1.[NH:17]1[CH2:22][CH2:21][O:20][CH2:19][CH2:18]1. (5) Given the product [Br:1][C:2]1[CH:7]=[C:6]([CH:8]2[O:9][CH2:10][CH2:11][O:12]2)[CH:5]=[CH:4][C:3]=1[O:13][CH3:14], predict the reactants needed to synthesize it. The reactants are: [Br:1][C:2]1[CH:7]=[C:6]([CH:8]2[O:12][CH2:11][CH2:10][O:9]2)[CH:5]=[CH:4][C:3]=1[OH:13].[C:14](=O)([O-])[O-].[K+].[K+].S(OC)(OC)(=O)=O. (6) The reactants are: [CH:1]1([C:6](Cl)=[O:7])[CH2:5][CH2:4][CH2:3][CH2:2]1.[NH2:9][CH:10]1[C:15](=[O:16])[N:14]2[CH:17]([CH2:25][C:26]3[CH:31]=[CH:30][C:29]([Cl:32])=[CH:28][CH:27]=3)[C:18](=[O:24])[N:19]([CH:21]([CH3:23])[CH3:22])[CH2:20][CH:13]2[N:12]([S:33]([C:36]2[CH:41]=[CH:40][C:39]([Cl:42])=[CH:38][C:37]=2[Cl:43])(=[O:35])=[O:34])[CH2:11]1. Given the product [Cl:32][C:29]1[CH:30]=[CH:31][C:26]([CH2:25][CH:17]2[N:14]3[C:15](=[O:16])[CH:10]([NH:9][C:6]([CH:1]4[CH2:5][CH2:4][CH2:3][CH2:2]4)=[O:7])[CH2:11][N:12]([S:33]([C:36]4[CH:41]=[CH:40][C:39]([Cl:42])=[CH:38][C:37]=4[Cl:43])(=[O:35])=[O:34])[CH:13]3[CH2:20][N:19]([CH:21]([CH3:23])[CH3:22])[C:18]2=[O:24])=[CH:27][CH:28]=1, predict the reactants needed to synthesize it.